Task: Predict the product of the given reaction.. Dataset: Forward reaction prediction with 1.9M reactions from USPTO patents (1976-2016) (1) Given the reactants [Cl:1][C:2]1[CH:10]=[C:9]([OH:11])[CH:8]=[CH:7][C:3]=1[C:4]([OH:6])=[O:5].[I:12]N1C(=O)CCC1=O, predict the reaction product. The product is: [Cl:1][C:2]1[CH:10]=[C:9]([OH:11])[C:8]([I:12])=[CH:7][C:3]=1[C:4]([OH:6])=[O:5]. (2) Given the reactants [Br:1][C:2]1[CH:7]=[CH:6][C:5]([C:8]2([N:16]3[C:24](=[O:25])[C:23]4[C:18](=[CH:19][CH:20]=[CH:21][CH:22]=4)[C:17]3=[O:26])[CH2:11][C:10](OC)([O:12]C)[CH2:9]2)=[CH:4][CH:3]=1.Cl, predict the reaction product. The product is: [Br:1][C:2]1[CH:3]=[CH:4][C:5]([C:8]2([N:16]3[C:24](=[O:25])[C:23]4[C:18](=[CH:19][CH:20]=[CH:21][CH:22]=4)[C:17]3=[O:26])[CH2:9][C:10](=[O:12])[CH2:11]2)=[CH:6][CH:7]=1.